This data is from Full USPTO retrosynthesis dataset with 1.9M reactions from patents (1976-2016). The task is: Predict the reactants needed to synthesize the given product. Given the product [NH2:8][C:7]1[NH:6][CH2:5][N:4]([CH2:10][C:11](=[O:46])[CH3:12])[C:3](=[O:13])[C:2]=1[NH:1][C:28]([C:26]1[CH:25]=[N:24][N:23]([CH2:22][C:18]2[CH:19]=[CH:20][CH:21]=[C:16]([C:15]([F:14])([F:32])[F:31])[CH:17]=2)[CH:27]=1)=[O:29], predict the reactants needed to synthesize it. The reactants are: [NH2:1][C:2]1[C:3](=[O:13])[N:4]([CH2:10][CH2:11][CH3:12])[C:5](=O)[NH:6][C:7]=1[NH2:8].[F:14][C:15]([F:32])([F:31])[C:16]1[CH:17]=[C:18]([CH2:22][N:23]2[CH:27]=[C:26]([C:28](O)=[O:29])[CH:25]=[N:24]2)[CH:19]=[CH:20][CH:21]=1.Cl.CN(C)CCCN=C=NCC.C[OH:46].